This data is from Full USPTO retrosynthesis dataset with 1.9M reactions from patents (1976-2016). The task is: Predict the reactants needed to synthesize the given product. (1) Given the product [F:1][C:2]1[C:7]2[CH2:8][CH:9]([CH2:11][NH2:12])[O:10][C:6]=2[C:5]([C:15]2[CH:16]=[CH:17][CH:18]=[CH:19][CH:20]=2)=[CH:4][C:3]=1[F:21], predict the reactants needed to synthesize it. The reactants are: [F:1][C:2]1[C:7]2[CH2:8][CH:9]([CH2:11][N:12]=[N+]=[N-])[O:10][C:6]=2[C:5]([C:15]2[CH:20]=[CH:19][CH:18]=[CH:17][CH:16]=2)=[CH:4][C:3]=1[F:21]. (2) Given the product [C:1]12([C:11]([N:13]3[C:22]4[C:17](=[CH:18][CH:19]=[CH:20][CH:21]=4)[CH:16]([O:23][CH2:26][CH3:27])[CH2:15][CH2:14]3)=[O:12])[CH2:8][CH:7]3[CH2:9][CH:3]([CH2:4][CH:5]([CH2:6]3)[CH2:10]1)[CH2:2]2, predict the reactants needed to synthesize it. The reactants are: [C:1]12([C:11]([N:13]3[C:22]4[C:17](=[CH:18][CH:19]=[CH:20][CH:21]=4)[CH:16]([OH:23])[CH2:15][CH2:14]3)=[O:12])[CH2:10][CH:5]3[CH2:6][CH:7]([CH2:9][CH:3]([CH2:4]3)[CH2:2]1)[CH2:8]2.[H-].[Na+].[CH2:26]1COC[CH2:27]1. (3) Given the product [CH3:12][S:9]([OH:10])(=[O:11])=[O:24].[CH3:1][C:2]1[CH:7]=[CH:6][C:5]([CH3:8])=[CH:4][C:3]=1[S:9]([C:12]1[C:21]2[C:16](=[CH:17][CH:18]=[CH:19][CH:20]=2)[C:15]([N:29]2[CH2:34][CH2:33][NH:32][CH2:31][CH2:30]2)=[CH:14][CH:13]=1)(=[O:11])=[O:10], predict the reactants needed to synthesize it. The reactants are: [CH3:1][C:2]1[CH:7]=[CH:6][C:5]([CH3:8])=[CH:4][C:3]=1[S:9]([C:12]1[C:21]2[C:16](=[CH:17][CH:18]=[CH:19][CH:20]=2)[C:15](F)=[CH:14][CH:13]=1)(=[O:11])=[O:10].C(=O)([O-])[O-:24].[K+].[K+].[NH:29]1[CH2:34][CH2:33][NH:32][CH2:31][CH2:30]1. (4) Given the product [CH2:1]([O:8][C:9]1[C:10]([CH2:23][CH2:24][CH2:25][CH2:26][CH2:27][CH2:28][CH2:29][CH2:30][CH2:31][CH2:32][O:33][CH2:34][O:35][CH3:36])=[N:11][C:12]([NH2:16])=[N:13][C:14]=1[CH3:15])[C:2]1[CH:3]=[CH:4][CH:5]=[CH:6][CH:7]=1, predict the reactants needed to synthesize it. The reactants are: [CH2:1]([O:8][C:9]1[C:10]([CH2:23][CH2:24][CH2:25][CH2:26][CH2:27][CH2:28][CH2:29][CH2:30][CH2:31][CH2:32][O:33][CH2:34][O:35][CH3:36])=[N:11][C:12]([N:16]2C(C)=CC=C2C)=[N:13][C:14]=1[CH3:15])[C:2]1[CH:7]=[CH:6][CH:5]=[CH:4][CH:3]=1.Cl.NO.[OH-].[K+].[OH-].[Na+]. (5) The reactants are: [Cl:1][C:2]1[CH:7]=[C:6](Cl)[CH:5]=[C:4]([Cl:9])[N:3]=1.O.[NH2:11][NH2:12]. Given the product [Cl:1][C:2]1[CH:7]=[C:6]([NH:11][NH2:12])[CH:5]=[C:4]([Cl:9])[N:3]=1, predict the reactants needed to synthesize it.